This data is from Full USPTO retrosynthesis dataset with 1.9M reactions from patents (1976-2016). The task is: Predict the reactants needed to synthesize the given product. (1) Given the product [CH2:1]([NH:8][C:9]([N:11]1[CH:16]2[C@H:17]([CH3:55])[N:18]([CH2:44][C:45]3[CH:46]=[CH:47][CH:48]=[C:49]4[C:54]=3[N:53]=[CH:52][CH:51]=[CH:50]4)[C:19](=[O:43])[C@H:20]([CH2:21][C:22]3[CH:42]=[CH:41][C:25]([O:26][C:27]([NH:29][CH:30]([CH:38]([CH3:40])[CH3:39])[C:31]([OH:33])=[O:32])=[O:28])=[CH:24][CH:23]=3)[N:15]2[C:14](=[O:56])[CH2:13][N:12]1[CH3:57])=[O:10])[C:2]1[CH:7]=[CH:6][CH:5]=[CH:4][CH:3]=1, predict the reactants needed to synthesize it. The reactants are: [CH2:1]([NH:8][C:9]([N:11]1[CH:16]2[C@H:17]([CH3:55])[N:18]([CH2:44][C:45]3[CH:46]=[CH:47][CH:48]=[C:49]4[C:54]=3[N:53]=[CH:52][CH:51]=[CH:50]4)[C:19](=[O:43])[C@H:20]([CH2:21][C:22]3[CH:42]=[CH:41][C:25]([O:26][C:27]([NH:29][CH:30]([CH:38]([CH3:40])[CH3:39])[C:31]([O:33]C(C)(C)C)=[O:32])=[O:28])=[CH:24][CH:23]=3)[N:15]2[C:14](=[O:56])[CH2:13][N:12]1[CH3:57])=[O:10])[C:2]1[CH:7]=[CH:6][CH:5]=[CH:4][CH:3]=1.FC(F)(F)C(O)=O.C(Cl)Cl. (2) Given the product [N+:21]([C:18]1[CH:19]=[CH:20][C:15]([N:1]2[CH2:5][CH2:4][C@@H:3]([NH:6][C:7](=[O:13])[O:8][C:9]([CH3:10])([CH3:12])[CH3:11])[CH2:2]2)=[CH:16][CH:17]=1)([O-:23])=[O:22], predict the reactants needed to synthesize it. The reactants are: [NH:1]1[CH2:5][CH2:4][C@@H:3]([NH:6][C:7](=[O:13])[O:8][C:9]([CH3:12])([CH3:11])[CH3:10])[CH2:2]1.F[C:15]1[CH:20]=[CH:19][C:18]([N+:21]([O-:23])=[O:22])=[CH:17][CH:16]=1.